Dataset: Human liver microsome stability data. Task: Regression/Classification. Given a drug SMILES string, predict its absorption, distribution, metabolism, or excretion properties. Task type varies by dataset: regression for continuous measurements (e.g., permeability, clearance, half-life) or binary classification for categorical outcomes (e.g., BBB penetration, CYP inhibition). Dataset: hlm. The compound is CN(C)CCCN=C(Nc1ccnc2cc(Cl)ccc12)c1ccc(Cl)cc1. The result is 0 (unstable in human liver microsomes).